From a dataset of Reaction yield outcomes from USPTO patents with 853,638 reactions. Predict the reaction yield, written as a fraction of the theoretical maximum amount of product (1.0 means a 100% yield; for example, 0.34 means a 34% yield). (1) The reactants are [H-].[Al+3].[Li+].[H-].[H-].[H-].C[O:8][C:9]([C:11]1[CH:15]=[C:14]([C:16]2[CH:21]=[C:20]([CH3:22])[CH:19]=[CH:18][C:17]=2[F:23])[O:13][N:12]=1)=O. The catalyst is C1COCC1. The product is [F:23][C:17]1[CH:18]=[CH:19][C:20]([CH3:22])=[CH:21][C:16]=1[C:14]1[O:13][N:12]=[C:11]([CH2:9][OH:8])[CH:15]=1. The yield is 0.980. (2) The reactants are [CH2:1]([O:8][C:9]1[CH:10]=[C:11]([NH2:16])[CH:12]=[C:13]([Br:15])[CH:14]=1)[C:2]1[CH:7]=[CH:6][CH:5]=[CH:4][CH:3]=1.[C:17]([N:25]=[C:26]=[S:27])(=[O:24])[C:18]1[CH:23]=[CH:22][CH:21]=[CH:20][CH:19]=1. The catalyst is CC(C)=O. The product is [C:17]([NH:25][C:26]([NH:16][C:11]1[CH:12]=[C:13]([Br:15])[CH:14]=[C:9]([O:8][CH2:1][C:2]2[CH:3]=[CH:4][CH:5]=[CH:6][CH:7]=2)[CH:10]=1)=[S:27])(=[O:24])[C:18]1[CH:23]=[CH:22][CH:21]=[CH:20][CH:19]=1. The yield is 0.890. (3) The reactants are [N:1]([CH2:4][C@@H:5]([NH:12][C:13]([O:15][C:16]([CH3:19])([CH3:18])[CH3:17])=[O:14])[CH2:6][CH2:7][C:8](OC)=[O:9])=[N+]=[N-].[H][H]. The catalyst is CO.[Pd]. The product is [O:9]=[C:8]1[NH:1][CH2:4][C@@H:5]([NH:12][C:13]([O:15][C:16]([CH3:19])([CH3:18])[CH3:17])=[O:14])[CH2:6][CH2:7]1. The yield is 0.990. (4) The reactants are [CH2:1]([O:3][C:4](=[O:21])[C:5]([C:10]1[CH:15]=[CH:14][C:13]([NH2:16])=[C:12]([NH:17][CH3:18])[C:11]=1[C:19]#[N:20])([CH3:9])[C:6](=[O:8])[CH3:7])[CH3:2].[F:22][C:23]1[CH:28]=[CH:27][C:26]([N:29]=[C:30]=S)=[C:25]([CH3:32])[CH:24]=1. The catalyst is C1COCC1. The product is [CH2:1]([O:3][C:4](=[O:21])[C:5]([C:10]1[CH:15]=[CH:14][C:13]2[N:16]=[C:30]([NH:29][C:26]3[CH:27]=[CH:28][C:23]([F:22])=[CH:24][C:25]=3[CH3:32])[N:17]([CH3:18])[C:12]=2[C:11]=1[C:19]#[N:20])([CH3:9])[C:6](=[O:8])[CH3:7])[CH3:2]. The yield is 0.560. (5) The reactants are [NH2:1][C:2]1[C:9]([F:10])=[CH:8][C:7]([Br:11])=[CH:6][C:3]=1[CH:4]=O.[NH2:12][C:13](N)=[O:14]. No catalyst specified. The product is [Br:11][C:7]1[CH:6]=[C:3]2[C:2](=[C:9]([F:10])[CH:8]=1)[N:1]=[C:13]([OH:14])[N:12]=[CH:4]2. The yield is 0.830.